Dataset: Full USPTO retrosynthesis dataset with 1.9M reactions from patents (1976-2016). Task: Predict the reactants needed to synthesize the given product. (1) Given the product [CH3:43][O:44][C:20]1[CH:19]=[C:18]([CH3:27])[CH:17]=[CH:22][C:21]=1[C@@H:32]([NH:33][C:9](=[O:11])[C@H:8]([N:7]1[C:2](=[O:1])[C:3]2[CH:16]=[CH:15][CH:14]=[CH:13][C:4]=2[N:5]=[N:6]1)[CH3:12])[CH3:31], predict the reactants needed to synthesize it. The reactants are: [O:1]=[C:2]1[N:7]([CH:8]([CH3:12])[C:9]([OH:11])=O)[N:6]=[N:5][C:4]2[CH:13]=[CH:14][CH:15]=[CH:16][C:3]1=2.[CH:17]1[CH:18]=[CH:19][C:20]2N(O)N=N[C:21]=2[CH:22]=1.[CH2:27](Cl)CCl.[CH3:31][CH2:32][N:33](C(C)C)C(C)C.CN([CH:43]=[O:44])C. (2) Given the product [O:4]1[C:8]2=[C:9]([N:13]3[CH2:18][CH2:17][N:16]([CH2:19][CH2:20][C@H:21]4[CH2:26][CH2:25][C@H:24]([NH:27][C:37](=[O:38])[CH2:36][C@H:33]5[CH2:34][CH2:35][C@H:30]([O:29][CH3:28])[CH2:31][CH2:32]5)[CH2:23][CH2:22]4)[CH2:15][CH2:14]3)[N:10]=[CH:11][CH:12]=[C:7]2[CH2:6][CH2:5]1, predict the reactants needed to synthesize it. The reactants are: Cl.Cl.Cl.[O:4]1[C:8]2=[C:9]([N:13]3[CH2:18][CH2:17][N:16]([CH2:19][CH2:20][C@H:21]4[CH2:26][CH2:25][C@H:24]([NH2:27])[CH2:23][CH2:22]4)[CH2:15][CH2:14]3)[N:10]=[CH:11][CH:12]=[C:7]2[CH2:6][CH2:5]1.[CH3:28][O:29][C@H:30]1[CH2:35][CH2:34][C@H:33]([CH2:36][C:37](O)=[O:38])[CH2:32][CH2:31]1. (3) Given the product [Cl:1][C@H:2]([CH2:6][CH2:7][CH2:8][CH2:9][C:10]([O:12][CH3:13])=[O:11])[C:3]([OH:5])=[O:4], predict the reactants needed to synthesize it. The reactants are: [Cl:1][CH:2]([CH2:6][CH2:7][CH2:8][CH2:9][C:10]([O:12][CH3:13])=[O:11])[C:3]([OH:5])=[O:4].CCOC(C)=O.CO.[Na+].[Cl-]. (4) Given the product [O:5]1[C:6]2[C:11](=[CH:10][CH:9]=[CH:8][CH:7]=2)[C:12](=[O:15])[CH:13]=[CH:4]1, predict the reactants needed to synthesize it. The reactants are: C([C:4]1[O:5][C:6]2[C:11]([C:12](=[O:15])[C:13]=1Br)=[CH:10][C:9](/C=C/C=C)=[CH:8][CH:7]=2)(=O)C.S.[Na].